From a dataset of Forward reaction prediction with 1.9M reactions from USPTO patents (1976-2016). Predict the product of the given reaction. (1) Given the reactants C(OC([N:8]1C[C@H](OC2C=CN=C(Cl)N=2)C[C@H]1C(O)=O)=O)(C)(C)C.C1([S:27]([C@@:30]2(NC(=O)O)[CH2:32][C@:31]2(C(N)=O)[CH:33]=[CH2:34])(=[O:29])=[O:28])CC1.CCN(C(C)C)C(C)C.C1C=CC2N(O)N=NC=2C=1.CN(C(ON1N=NC2C=CC=CC1=2)=[N+](C)C)C.F[P-](F)(F)(F)(F)F, predict the reaction product. The product is: [CH:30]1([S:27]([NH2:8])(=[O:28])=[O:29])[CH2:32][CH2:31][CH2:33][CH2:34]1. (2) Given the reactants [OH-].[Na+].C[O:4][C:5]([C:7]1[CH:8]=[C:9]2[C:13](=[CH:14][C:15]=1[OH:16])[NH:12][N:11]=[C:10]2[CH2:17][C:18]1[CH:23]=[CH:22][CH:21]=[C:20]([CH3:24])[CH:19]=1)=[O:6], predict the reaction product. The product is: [C:5]([C:7]1[CH:8]=[C:9]2[C:13](=[CH:14][C:15]=1[OH:16])[NH:12][N:11]=[C:10]2[CH2:17][C:18]1[CH:23]=[CH:22][CH:21]=[C:20]([CH3:24])[CH:19]=1)([OH:6])=[O:4]. (3) Given the reactants [CH3:1][C@@H:2]1[NH:7][CH2:6][CH2:5][N:4]([S:8]([C:11]2[CH:16]=[CH:15][C:14]([C:17]([F:20])([F:19])[F:18])=[CH:13][CH:12]=2)(=[O:10])=[O:9])[CH2:3]1.C1C=CC2N(O)N=NC=2C=1.O.CN(C(ON1N=NC2C=CC=CC1=2)=[N+](C)C)C.F[P-](F)(F)(F)(F)F.[C:56]([C:58]1[N:63]=[CH:62][C:61]([C:64](O)=[O:65])=[CH:60][CH:59]=1)#[N:57].CCN(C(C)C)C(C)C, predict the reaction product. The product is: [CH3:1][C@H:2]1[CH2:3][N:4]([S:8]([C:11]2[CH:12]=[CH:13][C:14]([C:17]([F:20])([F:18])[F:19])=[CH:15][CH:16]=2)(=[O:9])=[O:10])[CH2:5][CH2:6][N:7]1[C:64]([C:61]1[CH:60]=[CH:59][C:58]([C:56]#[N:57])=[N:63][CH:62]=1)=[O:65].